This data is from Acute oral toxicity (LD50) regression data from Zhu et al.. The task is: Regression/Classification. Given a drug SMILES string, predict its toxicity properties. Task type varies by dataset: regression for continuous values (e.g., LD50, hERG inhibition percentage) or binary classification for toxic/non-toxic outcomes (e.g., AMES mutagenicity, cardiotoxicity, hepatotoxicity). Dataset: ld50_zhu. (1) The compound is CC=CCC(C)C(O)C1C(=O)NC(CC)C(=O)N(C)CC(=O)N(C)C(CC(C)C)C(=O)NC(C(C)C)C(=O)N(C)C(CC(C)C)C(=O)NC(C)C(=O)NC(C)C(=O)N(C)C(CC(C)C)C(=O)N(C)C(CC(C)C)C(=O)N(C)C(C(C)C)C(=O)N1C. The rat oral LD50 is 2.91, given as -log10 of the dose in mol/kg body weight (higher means more acutely toxic). (2) The molecule is O=c1[nH]c2ccccc2n1CCCN1CCN(C(c2ccccc2)c2ccccc2)CC1. The rat oral LD50 is 2.48, given as -log10 of the dose in mol/kg body weight (higher means more acutely toxic). (3) The molecule is CC(C)C(CCN(C)C)(C(N)=O)c1cccc2ccccc12. The rat oral LD50 is 2.46, given as -log10 of the dose in mol/kg body weight (higher means more acutely toxic). (4) The molecule is CCCCCCCCP(=O)(CCCCCCCC)CCC(C)C. The rat oral LD50 is 1.61, given as -log10 of the dose in mol/kg body weight (higher means more acutely toxic). (5) The rat oral LD50 is 2.05, given as -log10 of the dose in mol/kg body weight (higher means more acutely toxic). The drug is COc1cc(N)c(Cl)cc1C(=O)NC1CCN(CCCOc2ccc(F)cc2)CC1OC. (6) The molecule is O=C(Oc1ccccc1)c1ccccc1C(=O)Oc1ccccc1. The rat oral LD50 is 1.60, given as -log10 of the dose in mol/kg body weight (higher means more acutely toxic).